Dataset: Forward reaction prediction with 1.9M reactions from USPTO patents (1976-2016). Task: Predict the product of the given reaction. (1) Given the reactants C(OC([N:7]1[CH2:12][CH:11]=[C:10]([C:13]2[N:14]=[C:15]([S:18][C:19]3[C@H:25]([CH3:26])[C@H:24]4[N:21]([C:22](=[O:30])[C@@H:23]4[C@H:27]([OH:29])[CH3:28])[C:20]=3[C:31]([O:33]CC=C)=[O:32])[S:16][CH:17]=2)[CH2:9][C@@H:8]1[CH2:37][OH:38])=O)C=C.C(O)(=O)C.C([SnH](CCCC)CCCC)CCC.P([O-])([O-])([O-])=O, predict the reaction product. The product is: [OH:29][C@@H:27]([C@H:23]1[C:22](=[O:30])[N:21]2[C@@H:24]1[C@@H:25]([CH3:26])[C:19]([S:18][C:15]1[S:16][CH:17]=[C:13]([C:10]3[CH2:9][C@H:8]([CH2:37][OH:38])[NH:7][CH2:12][CH:11]=3)[N:14]=1)=[C:20]2[C:31]([OH:33])=[O:32])[CH3:28]. (2) Given the reactants C[O:2][C:3]1[CH:8]=[CH:7][C:6]([N:9]2[CH2:14][CH2:13][N:12]([C:15]3[CH:20]=[CH:19][C:18]([N:21]4[C:25](=[O:26])[N:24]([CH2:27][CH2:28][CH2:29][CH2:30][CH2:31][CH2:32][CH2:33][CH3:34])[N:23]=[CH:22]4)=[CH:17][CH:16]=3)[CH2:11][CH2:10]2)=[CH:5][CH:4]=1, predict the reaction product. The product is: [OH:2][C:3]1[CH:8]=[CH:7][C:6]([N:9]2[CH2:10][CH2:11][N:12]([C:15]3[CH:16]=[CH:17][C:18]([N:21]4[C:25](=[O:26])[N:24]([CH2:27][CH2:28][CH2:29][CH2:30][CH2:31][CH2:32][CH2:33][CH3:34])[N:23]=[CH:22]4)=[CH:19][CH:20]=3)[CH2:13][CH2:14]2)=[CH:5][CH:4]=1. (3) Given the reactants C(Cl)(=O)C(Cl)=O.CS(C)=O.[CH3:11][O:12][C:13](=[O:27])[C@@H:14]1[CH2:18][CH:17]([OH:19])[CH2:16][N:15]1[C:20]([O:22][C:23]([CH3:26])([CH3:25])[CH3:24])=[O:21].C(N(CC)CC)C, predict the reaction product. The product is: [CH3:11][O:12][C:13](=[O:27])[C@@H:14]1[CH2:18][C:17](=[O:19])[CH2:16][N:15]1[C:20]([O:22][C:23]([CH3:25])([CH3:24])[CH3:26])=[O:21]. (4) The product is: [C:1]([O:4][CH2:5][CH2:6][CH2:7][C@H:8]([N:18]([C:19]([O:21][C:22]([CH3:25])([CH3:24])[CH3:23])=[O:20])[CH3:26])[CH2:9][O:10][Si:11]([C:14]([CH3:15])([CH3:16])[CH3:17])([CH3:12])[CH3:13])(=[O:3])[CH3:2]. Given the reactants [C:1]([O:4][CH2:5][CH2:6][CH2:7][C@H:8]([NH:18][C:19]([O:21][C:22]([CH3:25])([CH3:24])[CH3:23])=[O:20])[CH2:9][O:10][Si:11]([C:14]([CH3:17])([CH3:16])[CH3:15])([CH3:13])[CH3:12])(=[O:3])[CH3:2].[CH3:26]I.[H-].[Na+], predict the reaction product.